This data is from Reaction yield outcomes from USPTO patents with 853,638 reactions. The task is: Predict the reaction yield, written as a fraction of the theoretical maximum amount of product (1.0 means a 100% yield; for example, 0.34 means a 34% yield). (1) The reactants are CC1(C)CC([C:6]([OH:8])=O)C1.C1C=CC(P([N:24]=[N+]=[N-])(C2C=CC=CC=2)=O)=CC=1.[Cl:27][C:28]1[CH:29]=[C:30]([C:35]2[C:43]([C:44]([NH2:46])=[O:45])=[C:38]3[CH2:39][NH:40][CH2:41][CH2:42][N:37]3[N:36]=2)[CH:31]=[CH:32][C:33]=1[F:34].[C:47]1([CH3:53])[CH:52]=[CH:51][CH:50]=C[CH:48]=1. The catalyst is CN(C=O)C. The product is [Cl:27][C:28]1[CH:29]=[C:30]([C:35]2[C:43]([C:44]([NH2:46])=[O:45])=[C:38]3[CH2:39][N:40]([C:6]([NH:24][CH:51]4[CH2:52][C:47]([CH3:48])([CH3:53])[CH2:50]4)=[O:8])[CH2:41][CH2:42][N:37]3[N:36]=2)[CH:31]=[CH:32][C:33]=1[F:34]. The yield is 0.460. (2) The reactants are [NH2:1][C:2]1[N:7]=[CH:6][N:5]=[C:4]2[N:8]([CH2:12][C@H:13]3[CH2:17][CH2:16][CH2:15][N:14]3[C:18]([O:20][C:21]([CH3:24])([CH3:23])[CH3:22])=[O:19])[N:9]=[C:10](I)[C:3]=12.[F:25][C:26]1[C:47]([F:48])=[CH:46][CH:45]=[CH:44][C:27]=1[O:28][C:29]1[CH:34]=[CH:33][C:32](B2OC(C)(C)C(C)(C)O2)=[CH:31][CH:30]=1.C(=O)([O-])[O-].[Na+].[Na+]. The catalyst is O1CCOCC1.O. The product is [NH2:1][C:2]1[N:7]=[CH:6][N:5]=[C:4]2[N:8]([CH2:12][C@H:13]3[CH2:17][CH2:16][CH2:15][N:14]3[C:18]([O:20][C:21]([CH3:24])([CH3:23])[CH3:22])=[O:19])[N:9]=[C:10]([C:32]3[CH:31]=[CH:30][C:29]([O:28][C:27]4[CH:44]=[CH:45][CH:46]=[C:47]([F:48])[C:26]=4[F:25])=[CH:34][CH:33]=3)[C:3]=12. The yield is 0.710.